This data is from Forward reaction prediction with 1.9M reactions from USPTO patents (1976-2016). The task is: Predict the product of the given reaction. (1) Given the reactants C1(CCN2C3C(=CC=CC=3)C(=O)C2=O)CC1.[CH2:17]([O:19][C:20](=[O:34])[CH2:21][N:22]1[C:30]2[C:25](=[C:26]([Br:31])[CH:27]=[CH:28][CH:29]=2)[C:24](=[O:32])[C:23]1=[O:33])[CH3:18].O1C2C=CC(O)=CC=2OC1.[CH3:45][C:46]1([CH3:56])[CH2:50][C:49]2[CH:51]=[CH:52][C:53]([OH:55])=[CH:54][C:48]=2[O:47]1, predict the reaction product. The product is: [CH2:17]([O:19][C:20](=[O:34])[CH2:21][N:22]1[C:30]2[C:25](=[C:26]([Br:31])[CH:27]=[CH:28][CH:29]=2)[C:24]([OH:32])([C:52]2[C:53]([OH:55])=[CH:54][C:48]3[O:47][C:46]([CH3:56])([CH3:45])[CH2:50][C:49]=3[CH:51]=2)[C:23]1=[O:33])[CH3:18]. (2) Given the reactants [Cl:1][C:2]1[CH:3]=[C:4]2[C:8](=[CH:9][CH:10]=1)[NH:7][CH:6]=[CH:5]2.[Cl-].[F:12][C:13]([F:25])([F:24])[C:14]1[CH:23]=[CH:22][CH:21]=[CH:20][C:15]=1[CH:16]=[N+:17]([CH3:19])[CH3:18].FC(F)(F)C1C=CC=CC=1C=O.CNC, predict the reaction product. The product is: [Cl:1][C:2]1[CH:3]=[C:4]2[C:8](=[CH:9][CH:10]=1)[NH:7][CH:6]=[C:5]2[CH:16]([N:17]([CH3:19])[CH3:18])[C:15]1[CH:20]=[CH:21][CH:22]=[CH:23][C:14]=1[C:13]([F:12])([F:24])[F:25].